This data is from Forward reaction prediction with 1.9M reactions from USPTO patents (1976-2016). The task is: Predict the product of the given reaction. (1) Given the reactants [F:1][C:2]1[CH:3]=[CH:4][C:5]([O:22][CH3:23])=[C:6]([C:8]2[N:12]([CH2:13][CH2:14][O:15][CH2:16][Si:17]([CH3:20])([CH3:19])[CH3:18])[N:11]=[CH:10][C:9]=2[NH2:21])[CH:7]=1.[N:24]1[N:28]2[CH:29]=[CH:30][CH:31]=[N:32][C:27]2=[C:26]([C:33](Cl)=[O:34])[CH:25]=1, predict the reaction product. The product is: [F:1][C:2]1[CH:3]=[CH:4][C:5]([O:22][CH3:23])=[C:6]([C:8]2[N:12]([CH2:13][CH2:14][O:15][CH2:16][Si:17]([CH3:19])([CH3:18])[CH3:20])[N:11]=[CH:10][C:9]=2[NH:21][C:33]([C:26]2[CH:25]=[N:24][N:28]3[CH:29]=[CH:30][CH:31]=[N:32][C:27]=23)=[O:34])[CH:7]=1. (2) Given the reactants [C:1]([O:5][C:6]([N:8]1[CH2:13][CH2:12][CH:11]([N:14]([CH2:21][CH2:22][O:23][CH3:24])[C:15](=O)[C:16]([F:19])([F:18])[F:17])[CH2:10][CH2:9]1)=[O:7])([CH3:4])([CH3:3])[CH3:2], predict the reaction product. The product is: [C:1]([O:5][C:6]([N:8]1[CH2:9][CH2:10][CH:11]([N:14]([CH2:21][CH2:22][O:23][CH3:24])[CH2:15][C:16]([F:17])([F:18])[F:19])[CH2:12][CH2:13]1)=[O:7])([CH3:4])([CH3:3])[CH3:2]. (3) Given the reactants [CH3:1][N:2]1[C:10]2[CH2:9][CH2:8][CH2:7][CH:6]([C:11]([O-:13])=[O:12])[C:5]=2[CH:4]=[N:3]1.[Li+].[OH-].Cl, predict the reaction product. The product is: [CH3:1][N:2]1[C:10]2[CH2:9][CH2:8][CH2:7][CH:6]([C:11]([OH:13])=[O:12])[C:5]=2[CH:4]=[N:3]1. (4) Given the reactants [Cl:1][C:2]1[CH:3]=[C:4]([NH2:19])[CH:5]=[N:6][C:7]=1[O:8][C:9]1[CH:10]=[N:11][C:12]2[C:17]([CH:18]=1)=[CH:16][CH:15]=[CH:14][CH:13]=2.[Cl:20][C:21]1[CH:22]=[C:23]([S:28](Cl)(=[O:30])=[O:29])[CH:24]=[CH:25][C:26]=1[Cl:27], predict the reaction product. The product is: [Cl:20][C:21]1[CH:22]=[C:23]([S:28]([NH:19][C:4]2[CH:5]=[N:6][C:7]([O:8][C:9]3[CH:10]=[N:11][C:12]4[C:17]([CH:18]=3)=[CH:16][CH:15]=[CH:14][CH:13]=4)=[C:2]([Cl:1])[CH:3]=2)(=[O:29])=[O:30])[CH:24]=[CH:25][C:26]=1[Cl:27].